From a dataset of Reaction yield outcomes from USPTO patents with 853,638 reactions. Predict the reaction yield, written as a fraction of the theoretical maximum amount of product (1.0 means a 100% yield; for example, 0.34 means a 34% yield). (1) The reactants are [Cl:1][C:2]1[S:6][C:5]([C:7](=[O:16])[CH2:8][C:9]2[CH:14]=[CH:13][N:12]=[C:11]([Cl:15])[CH:10]=2)=[CH:4][CH:3]=1.CO[CH:19](OC)[N:20]([CH3:22])[CH3:21]. The catalyst is CN(C)C=O. The product is [Cl:1][C:2]1[S:6][C:5]([C:7](=[O:16])[C:8]([C:9]2[CH:14]=[CH:13][N:12]=[C:11]([Cl:15])[CH:10]=2)=[CH:19][N:20]([CH3:22])[CH3:21])=[CH:4][CH:3]=1. The yield is 0.600. (2) The product is [CH3:1][O:2][C:3]([C:5]1[N:9]([CH2:10][C:11]2[CH:16]=[CH:15][C:14]([O:17][CH3:18])=[CH:13][CH:12]=2)[N:8]=[C:7]([NH2:19])[CH:6]=1)=[O:4]. The yield is 0.950. The catalyst is CO.[Pd]. The reactants are [CH3:1][O:2][C:3]([C:5]1[N:9]([CH2:10][C:11]2[CH:16]=[CH:15][C:14]([O:17][CH3:18])=[CH:13][CH:12]=2)[N:8]=[C:7]([N+:19]([O-])=O)[CH:6]=1)=[O:4]. (3) The reactants are [Br:1][C:2]1[CH:9]=[CH:8][C:5]([CH:6]=O)=[C:4]([CH3:10])[CH:3]=1.[N:11]1([C:17]([O:19][C:20]([CH3:23])([CH3:22])[CH3:21])=[O:18])[CH2:16][CH2:15][NH:14][CH2:13][CH2:12]1.C(N(CC)CC)C.C(O[BH-](OC(=O)C)OC(=O)C)(=O)C.[Na+]. The catalyst is ClCCCl. The product is [Br:1][C:2]1[CH:9]=[CH:8][C:5]([CH2:6][N:14]2[CH2:13][CH2:12][N:11]([C:17]([O:19][C:20]([CH3:23])([CH3:22])[CH3:21])=[O:18])[CH2:16][CH2:15]2)=[C:4]([CH3:10])[CH:3]=1. The yield is 0.670. (4) The reactants are [CH2:1]1[CH:6]2[CH2:7][N:8]3[C:13](=[O:14])[C:12]([OH:15])=[C:11]([C:16]([NH:18][CH2:19][C:20]4[CH:25]=[CH:24][C:23]([F:26])=[CH:22][CH:21]=4)=[O:17])[N:10]=[C:9]3[C:3]([NH2:27])([CH2:4][O:5]2)[CH2:2]1.[CH3:28][N:29]([CH3:35])[C:30](=[O:34])[C:31](O)=[O:32].C(N(C(C)C)CC)(C)C.F[P-](F)(F)(F)(F)F.N1(OC(N(C)C)=[N+](C)C)C2N=CC=CC=2N=N1. The catalyst is CN(C=O)C.CN(C)C1C=CN=CC=1. The product is [CH3:28][N:29]([C:30]([C:31]([NH:27][C:3]12[CH2:4][O:5][CH:6]([CH2:7][N:8]3[C:13](=[O:14])[C:12]([OH:15])=[C:11]([C:16]([NH:18][CH2:19][C:20]4[CH:21]=[CH:22][C:23]([F:26])=[CH:24][CH:25]=4)=[O:17])[N:10]=[C:9]31)[CH2:1][CH2:2]2)=[O:32])=[O:34])[CH3:35]. The yield is 0.400. (5) The reactants are [F:1][C:2]1[CH:7]=[CH:6][C:5]([C:8]([C:12]2[CH:13]=[N:14][C:15]([N:18]3[CH2:23][CH2:22][NH:21][CH2:20][CH2:19]3)=[N:16][CH:17]=2)(O)[CH2:9][CH3:10])=[CH:4][CH:3]=1.Cl. The catalyst is O1CCOCC1. The product is [F:1][C:2]1[CH:7]=[CH:6][C:5](/[C:8](/[C:12]2[CH:13]=[N:14][C:15]([N:18]3[CH2:23][CH2:22][NH:21][CH2:20][CH2:19]3)=[N:16][CH:17]=2)=[CH:9]\[CH3:10])=[CH:4][CH:3]=1. The yield is 0.980. (6) The reactants are [NH:1]1[CH2:5][CH2:4][C@@H:3]([OH:6])[CH2:2]1.C(N(CC)CC)C.[C:14](O[C:14]([O:16][C:17]([CH3:20])([CH3:19])[CH3:18])=[O:15])([O:16][C:17]([CH3:20])([CH3:19])[CH3:18])=[O:15]. The catalyst is ClCCl. The product is [OH:6][C@@H:3]1[CH2:4][CH2:5][N:1]([C:14]([O:16][C:17]([CH3:20])([CH3:19])[CH3:18])=[O:15])[CH2:2]1. The yield is 0.940.